This data is from Forward reaction prediction with 1.9M reactions from USPTO patents (1976-2016). The task is: Predict the product of the given reaction. Given the reactants C(OC([NH:8][CH2:9][C@H:10]([N:15]1[CH2:20][CH2:19][O:18][CH2:17][CH2:16]1)[C:11]([O:13][CH3:14])=[O:12])=O)(C)(C)C.[ClH:21], predict the reaction product. The product is: [ClH:21].[NH2:8][CH2:9][C@H:10]([N:15]1[CH2:20][CH2:19][O:18][CH2:17][CH2:16]1)[C:11]([O:13][CH3:14])=[O:12].